Task: Predict the product of the given reaction.. Dataset: Forward reaction prediction with 1.9M reactions from USPTO patents (1976-2016) (1) Given the reactants C(OC([N:8]1[C:16]2[C:11](=[CH:12][C:13]([Cl:17])=[CH:14][CH:15]=2)[CH:10]=[C:9]1[CH2:18][N:19]1[CH2:24][C:23](=[O:25])[N:22]([CH2:26][C:27]2[CH:36]=[C:35]3[C:30]([C:31]([NH2:37])=[N:32][CH:33]=[N:34]3)=[CH:29][CH:28]=2)[CH:21]([C:38]([O:40][CH3:41])=[O:39])[CH2:20]1)=O)(C)(C)C.FC(F)(F)C(O)=O, predict the reaction product. The product is: [CH3:41][O:40][C:38]([CH:21]1[CH2:20][N:19]([CH2:18][C:9]2[NH:8][C:16]3[C:11]([CH:10]=2)=[CH:12][C:13]([Cl:17])=[CH:14][CH:15]=3)[CH2:24][C:23](=[O:25])[N:22]1[CH2:26][C:27]1[CH:36]=[C:35]2[C:30]([C:31]([NH2:37])=[N:32][CH:33]=[N:34]2)=[CH:29][CH:28]=1)=[O:39]. (2) Given the reactants [CH3:1][C:2]([CH3:8])([CH2:5][CH:6]=[CH2:7])[CH2:3][OH:4].[C:9](Cl)([Cl:11])=[O:10], predict the reaction product. The product is: [Cl:11][C:9]([O:4][CH2:3][C:2]([CH3:8])([CH3:1])[CH2:5][CH:6]=[CH2:7])=[O:10]. (3) Given the reactants Cl.[CH3:2][NH:3][CH2:4][CH2:5][CH2:6][C:7]([OH:9])=[O:8].[OH-].[K+].[F:12][C:13]([F:25])([F:24])[C:14]1[CH:15]=[C:16]([S:20](Cl)(=[O:22])=[O:21])[CH:17]=[CH:18][CH:19]=1.Cl, predict the reaction product. The product is: [CH3:2][N:3]([S:20]([C:16]1[CH:17]=[CH:18][CH:19]=[C:14]([C:13]([F:12])([F:24])[F:25])[CH:15]=1)(=[O:22])=[O:21])[CH2:4][CH2:5][CH2:6][C:7]([OH:9])=[O:8]. (4) Given the reactants [CH3:1][N:2]1[C:10]2[C:5](=[CH:6][CH:7]=[CH:8][CH:9]=2)[C:4]([C:11](=[O:15])[C:12]([OH:14])=O)=[CH:3]1.[C:16]1([CH:22]([NH2:29])[C:23]2[CH:28]=[CH:27][CH:26]=[CH:25][CH:24]=2)[CH:21]=[CH:20][CH:19]=[CH:18][CH:17]=1, predict the reaction product. The product is: [CH:22]([NH:29][C:12](=[O:14])[C:11]([C:4]1[C:5]2[C:10](=[CH:9][CH:8]=[CH:7][CH:6]=2)[N:2]([CH3:1])[CH:3]=1)=[O:15])([C:23]1[CH:24]=[CH:25][CH:26]=[CH:27][CH:28]=1)[C:16]1[CH:21]=[CH:20][CH:19]=[CH:18][CH:17]=1. (5) Given the reactants [Br:1][C:2]1[CH:3]=[CH:4][C:5]([CH3:41])=[C:6]([NH:8][C:9]([C:11]2[N:12]=[CH:13][NH:14][C:15]=2[C:16]([NH:18][C:19]2[NH:23][C:22]3[CH:24]=[CH:25][C:26]([N:28]4[CH2:33][CH2:32][N:31](C(OC(C)(C)C)=O)[CH2:30][CH2:29]4)=[CH:27][C:21]=3[N:20]=2)=[O:17])=[O:10])[CH:7]=1.[ClH:42], predict the reaction product. The product is: [ClH:42].[Br:1][C:2]1[CH:3]=[CH:4][C:5]([CH3:41])=[C:6]([NH:8][C:9]([C:11]2[N:12]=[CH:13][NH:14][C:15]=2[C:16]([NH:18][C:19]2[NH:23][C:22]3[CH:24]=[CH:25][C:26]([N:28]4[CH2:29][CH2:30][NH:31][CH2:32][CH2:33]4)=[CH:27][C:21]=3[N:20]=2)=[O:17])=[O:10])[CH:7]=1. (6) Given the reactants Br[C:2]1[C:3]([F:12])=[C:4]2[C:9](=[CH:10][CH:11]=1)[N:8]=[CH:7][CH:6]=[CH:5]2.[C:13]([O-:16])(=[O:15])[CH3:14].[Br-].[C:18]([Zn+2])([CH3:21])([CH3:20])[CH3:19], predict the reaction product. The product is: [C:18]([O:15][C:13](=[O:16])[CH2:14][C:2]1[C:3]([F:12])=[C:4]2[C:9](=[CH:10][CH:11]=1)[N:8]=[CH:7][CH:6]=[CH:5]2)([CH3:21])([CH3:20])[CH3:19]. (7) The product is: [C:22]([O:26][C:27](=[O:51])[CH2:28][CH2:29][N:30]([C:44]([O:46][C:47]([CH3:50])([CH3:49])[CH3:48])=[O:45])[CH2:31][C:32]([N:34]1[C:42]2[C:37](=[CH:38][C:39]([O:43][CH2:11][C:10]3[CH:13]=[CH:14][C:7]([CH:1]4[CH2:6][CH2:5][CH2:4][CH2:3][CH2:2]4)=[CH:8][C:9]=3[F:15])=[CH:40][CH:41]=2)[CH2:36][CH2:35]1)=[O:33])([CH3:25])([CH3:24])[CH3:23]. Given the reactants [CH:1]1([C:7]2[CH:14]=[CH:13][C:10]([CH2:11]Cl)=[C:9]([F:15])[CH:8]=2)[CH2:6][CH2:5][CH2:4][CH2:3][CH2:2]1.C(=O)([O-])[O-].[K+].[K+].[C:22]([O:26][C:27](=[O:51])[CH2:28][CH2:29][N:30]([C:44]([O:46][C:47]([CH3:50])([CH3:49])[CH3:48])=[O:45])[CH2:31][C:32]([N:34]1[C:42]2[C:37](=[CH:38][C:39]([OH:43])=[CH:40][CH:41]=2)[CH2:36][CH2:35]1)=[O:33])([CH3:25])([CH3:24])[CH3:23], predict the reaction product.